This data is from Full USPTO retrosynthesis dataset with 1.9M reactions from patents (1976-2016). The task is: Predict the reactants needed to synthesize the given product. (1) Given the product [CH2:1]([N:8]1[C:12]2([CH2:16][CH2:15][N:14]([C:18]3[CH:19]=[N:20][CH:21]=[C:22]([O:24][CH2:25][CH3:26])[CH:23]=3)[CH2:13]2)[CH2:11][CH2:10][CH2:9]1)[C:2]1[CH:3]=[CH:4][CH:5]=[CH:6][CH:7]=1, predict the reactants needed to synthesize it. The reactants are: [CH2:1]([N:8]1[C:12]2([CH2:16][CH2:15][NH:14][CH2:13]2)[CH2:11][CH2:10][CH2:9]1)[C:2]1[CH:7]=[CH:6][CH:5]=[CH:4][CH:3]=1.Br[C:18]1[CH:19]=[N:20][CH:21]=[C:22]([O:24][CH2:25][CH3:26])[CH:23]=1.CC(C)([O-])C.[K+]. (2) Given the product [NH2:1][C:2]1[N:7]=[C:6]([O:8][CH2:9][C:10]2[CH:11]=[CH:12][C:13]([CH2:16][NH:17][C:18](=[O:23])[C:19]([F:22])([F:20])[F:21])=[CH:14][CH:15]=2)[C:5]2[C:4](=[N:25][CH:30]=[C:28]([CH2:27][OH:26])[N:24]=2)[N:3]=1, predict the reactants needed to synthesize it. The reactants are: [NH2:1][C:2]1[N:7]=[C:6]([O:8][CH2:9][C:10]2[CH:15]=[CH:14][C:13]([CH2:16][NH:17][C:18](=[O:23])[C:19]([F:22])([F:21])[F:20])=[CH:12][CH:11]=2)[C:5]([NH2:24])=[C:4]([NH2:25])[N:3]=1.[O:26]=[C:27]1O[C@H]([C@H](CO)O)[C:30]([O-])=[C:28]1O.[Na+].C1OC(O)(CO)COC1(O)CO. (3) Given the product [F:12][C:4]1[CH:5]=[C:6]([C:8](=[O:11])[NH:9][CH3:10])[CH:7]=[C:2]([F:1])[C:3]=1[C:13]1[N:17]([CH2:18][C@@H:19]2[O:24][CH2:23][CH2:22][N:21]([C:25]([O:27][CH3:28])=[O:26])[CH2:20]2)[C:16]2[CH:32]=[CH:33][C:34]([CH3:36])=[CH:35][C:15]=2[N:14]=1, predict the reactants needed to synthesize it. The reactants are: [F:1][C:2]1[CH:7]=[C:6]([C:8](=[O:11])[NH:9][CH3:10])[CH:5]=[C:4]([F:12])[C:3]=1[C:13]1[N:17]([CH2:18][C@@H:19]2[O:24][CH2:23][CH2:22][N:21]([C:25]([O:27][C:28](C)(C)C)=[O:26])[CH2:20]2)[C:16]2[CH:32]=[CH:33][C:34]([CH3:36])=[CH:35][C:15]=2[N:14]=1.Cl.C(N(C(C)C)CC)(C)C.ClC(OC)=O. (4) The reactants are: [CH3:1][O:2][C:3]1[CH:8]=[CH:7][C:6]([O:9][CH3:10])=[CH:5][C:4]=1[C:11]1[C:20]2[C:15](=[CH:16][C:17]([O:21][CH3:22])=[CH:18][CH:19]=2)[C:14](=O)[NH:13][N:12]=1.P(Cl)(Cl)([Cl:26])=O. Given the product [Cl:26][C:14]1[C:15]2[C:20](=[CH:19][CH:18]=[C:17]([O:21][CH3:22])[CH:16]=2)[C:11]([C:4]2[CH:5]=[C:6]([O:9][CH3:10])[CH:7]=[CH:8][C:3]=2[O:2][CH3:1])=[N:12][N:13]=1, predict the reactants needed to synthesize it. (5) Given the product [OH:25][CH:20]1[CH2:21][CH2:22][CH2:23][CH2:24][CH:19]1[NH:18][C:8](=[O:9])[O:10][CH2:11][C:12]1[CH:13]=[CH:14][CH:15]=[CH:16][CH:17]=1, predict the reactants needed to synthesize it. The reactants are: O=C1CCC(=O)C1[C:8]([O:10][CH2:11][C:12]1[CH:17]=[CH:16][CH:15]=[CH:14][CH:13]=1)=[O:9].[NH2:18][CH:19]1[CH2:24][CH2:23][CH2:22][CH2:21][CH:20]1[OH:25].